This data is from Full USPTO retrosynthesis dataset with 1.9M reactions from patents (1976-2016). The task is: Predict the reactants needed to synthesize the given product. Given the product [Cl:48][C:42]1[CH:43]=[CH:44][CH:45]=[C:46]([Cl:47])[C:41]=1[CH2:40][O:5][C:6]1[CH:7]=[CH:8][C:9]([CH3:38])=[C:10]([C:12]([N:14]2[CH2:19][CH2:18][CH:17]([N:20]3[C:24](=[O:25])[C:23]([CH3:26])([CH3:27])[C:22]([C:28]4[CH:33]=[CH:32][C:31]([O:34][CH3:35])=[C:30]([O:36][CH3:37])[CH:29]=4)=[N:21]3)[CH2:16][CH2:15]2)=[O:13])[CH:11]=1, predict the reactants needed to synthesize it. The reactants are: C1(C[O:5][C:6]2[CH:7]=[CH:8][C:9]([CH3:38])=[C:10]([C:12]([N:14]3[CH2:19][CH2:18][CH:17]([N:20]4[C:24](=[O:25])[C:23]([CH3:27])([CH3:26])[C:22]([C:28]5[CH:33]=[CH:32][C:31]([O:34][CH3:35])=[C:30]([O:36][CH3:37])[CH:29]=5)=[N:21]4)[CH2:16][CH2:15]3)=[O:13])[CH:11]=2)CC1.Br[CH2:40][C:41]1[C:46]([Cl:47])=[CH:45][CH:44]=[CH:43][C:42]=1[Cl:48].COC1C=C(C2C(C)(C)C(=O)N(C3CCN(S(C4C=C(OC)C=CC=4OC)(=O)=O)CC3)N=2)C=CC=1OC.[OH-].[Na+].